Dataset: Forward reaction prediction with 1.9M reactions from USPTO patents (1976-2016). Task: Predict the product of the given reaction. (1) Given the reactants [F:1][C:2]1[CH:7]=[CH:6][C:5]([CH3:8])=[CH:4][C:3]=1[NH:9][C:10]([NH:12][C:13]1[CH:42]=[CH:41][C:16]([O:17][C:18]2[CH:23]=[CH:22][N:21]=[C:20]([C:24]3[NH:28][CH:27]=[C:26]([C:29]([NH:31][CH2:32][CH2:33][CH2:34][CH2:35][C:36]([O:38]CC)=[O:37])=[O:30])[CH:25]=3)[CH:19]=2)=[CH:15][CH:14]=1)=[O:11].[OH-].[Na+].O.Cl, predict the reaction product. The product is: [F:1][C:2]1[CH:7]=[CH:6][C:5]([CH3:8])=[CH:4][C:3]=1[NH:9][C:10]([NH:12][C:13]1[CH:42]=[CH:41][C:16]([O:17][C:18]2[CH:23]=[CH:22][N:21]=[C:20]([C:24]3[NH:28][CH:27]=[C:26]([C:29]([NH:31][CH2:32][CH2:33][CH2:34][CH2:35][C:36]([OH:38])=[O:37])=[O:30])[CH:25]=3)[CH:19]=2)=[CH:15][CH:14]=1)=[O:11]. (2) Given the reactants [B-](F)(F)(F)F.CCN([S+](F)[F:12])CC.[Br:14][C:15]1[CH:16]=[C:17]([CH2:22]O)[C:18]([Cl:21])=[N:19][CH:20]=1, predict the reaction product. The product is: [Br:14][C:15]1[CH:16]=[C:17]([CH2:22][F:12])[C:18]([Cl:21])=[N:19][CH:20]=1. (3) Given the reactants C(NC(C)C)(C)C.C([Li])CCC.[Cl:13][C:14]1[N:22]=[C:21]([Cl:23])[C:20]([F:24])=[CH:19][C:15]=1[C:16]([OH:18])=[O:17].CN([CH:28]=[O:29])C.Cl, predict the reaction product. The product is: [Cl:13][C:14]1[C:15]2[C:16](=[O:18])[O:17][CH:28]([OH:29])[C:19]=2[C:20]([F:24])=[C:21]([Cl:23])[N:22]=1. (4) Given the reactants C(O[C:4]([C:6]1([CH2:12][CH2:13]OC)[CH2:11][CH2:10][NH:9][CH2:8][CH2:7]1)=[O:5])C.[CH3:16][C:17]1[S:21][C:20]([S:22](Cl)(=[O:24])=[O:23])=[CH:19][CH:18]=1.[NH2:26][C:27]1[CH:32]=[CH:31][C:30]([O:33][S:34]([CH3:37])(=[O:36])=[O:35])=[CH:29][CH:28]=1, predict the reaction product. The product is: [CH3:16][C:17]1[S:21][C:20]([S:22]([N:9]2[CH2:8][CH2:7][C:6]3([C:4](=[O:5])[N:26]([C:27]4[CH:32]=[CH:31][C:30]([O:33][S:34]([CH3:37])(=[O:36])=[O:35])=[CH:29][CH:28]=4)[CH2:13][CH2:12]3)[CH2:11][CH2:10]2)(=[O:24])=[O:23])=[CH:19][CH:18]=1. (5) Given the reactants [F:1][C:2]([F:16])([F:15])[C:3]1[CH:4]=[CH:5][C:6]([N:9]2[N:13]=[C:12]([NH2:14])[CH:11]=[N:10]2)=[N:7][CH:8]=1.Cl.[C:18](Cl)(=[O:25])[C:19]1[CH:24]=[CH:23][CH:22]=[N:21][CH:20]=1, predict the reaction product. The product is: [F:16][C:2]([F:15])([F:1])[C:3]1[CH:4]=[CH:5][C:6]([N:9]2[N:13]=[C:12]([NH:14][C:18](=[O:25])[C:19]3[CH:24]=[CH:23][CH:22]=[N:21][CH:20]=3)[CH:11]=[N:10]2)=[N:7][CH:8]=1. (6) Given the reactants Cl[C:2]1[CH:9]=[N:8][CH:7]=[C:6]([Cl:10])[C:3]=1[C:4]#[N:5].[CH2:11]([O:18][C:19]1[CH:24]=[CH:23][C:22](B(O)O)=[CH:21][CH:20]=1)[C:12]1[CH:17]=[CH:16][CH:15]=[CH:14][CH:13]=1.P([O-])([O-])([O-])=O.[K+].[K+].[K+].CN(C)C(=O)C, predict the reaction product. The product is: [CH2:11]([O:18][C:19]1[CH:24]=[CH:23][C:22]([C:2]2[CH:9]=[N:8][CH:7]=[C:6]([Cl:10])[C:3]=2[C:4]#[N:5])=[CH:21][CH:20]=1)[C:12]1[CH:17]=[CH:16][CH:15]=[CH:14][CH:13]=1. (7) Given the reactants O=P(Cl)(Cl)[Cl:3].O[C:7]1[CH2:11][CH:10]([C:12]([O:14][CH3:15])=[O:13])[N:9]([CH3:16])[N:8]=1, predict the reaction product. The product is: [Cl:3][C:7]1[CH2:11][CH:10]([C:12]([O:14][CH3:15])=[O:13])[N:9]([CH3:16])[N:8]=1.